Dataset: Reaction yield outcomes from USPTO patents with 853,638 reactions. Task: Predict the reaction yield, written as a fraction of the theoretical maximum amount of product (1.0 means a 100% yield; for example, 0.34 means a 34% yield). (1) The reactants are F[C:2]1[CH:7]=[CH:6][C:5]([N+:8]([O-:10])=[O:9])=[C:4]([F:11])[C:3]=1[CH3:12].[CH2:13]([OH:20])[C:14]1[CH:19]=[CH:18][CH:17]=[CH:16][CH:15]=1.C([O-])([O-])=O.[K+].[K+].O. The catalyst is CN(C=O)C. The product is [CH2:13]([O:20][C:2]1[CH:7]=[CH:6][C:5]([N+:8]([O-:10])=[O:9])=[C:4]([F:11])[C:3]=1[CH3:12])[C:14]1[CH:19]=[CH:18][CH:17]=[CH:16][CH:15]=1. The yield is 0.330. (2) The reactants are [CH2:1]([O:3][C:4](=[O:10])[CH:5]([CH:8]=O)[CH:6]=O)[CH3:2].Cl.[NH:12]([C:14]1[CH:15]=[C:16]([CH:20]=[CH:21][C:22]=1[CH3:23])[C:17]([OH:19])=[O:18])[NH2:13]. The catalyst is CCO. The product is [CH2:1]([O:3][C:4]([C:5]1[CH:8]=[N:13][N:12]([C:14]2[CH:15]=[C:16]([C:17]([OH:19])=[O:18])[CH:20]=[CH:21][C:22]=2[CH3:23])[CH:6]=1)=[O:10])[CH3:2]. The yield is 0.680.